Dataset: Peptide-MHC class II binding affinity with 134,281 pairs from IEDB. Task: Regression. Given a peptide amino acid sequence and an MHC pseudo amino acid sequence, predict their binding affinity value. This is MHC class II binding data. (1) The peptide sequence is QLVPKLDEVYNAAYN. The binding affinity (normalized) is 0.561. The MHC is HLA-DPA10201-DPB10501 with pseudo-sequence HLA-DPA10201-DPB10501. (2) The peptide sequence is KDKWIELKESWGAIW. The MHC is HLA-DQA10401-DQB10402 with pseudo-sequence HLA-DQA10401-DQB10402. The binding affinity (normalized) is 0.0356. (3) The peptide sequence is WFVRNPFFAVTALTI. The MHC is HLA-DQA10303-DQB10402 with pseudo-sequence HLA-DQA10303-DQB10402. The binding affinity (normalized) is 0.481. (4) The peptide sequence is AAATAGTTVYGAFLA. The MHC is HLA-DPA10103-DPB10401 with pseudo-sequence HLA-DPA10103-DPB10401. The binding affinity (normalized) is 0.320.